Dataset: Full USPTO retrosynthesis dataset with 1.9M reactions from patents (1976-2016). Task: Predict the reactants needed to synthesize the given product. (1) Given the product [Cl:8][C:9]1[CH:14]=[C:13]([C:15]2[CH:20]=[N:19][CH:18]=[C:17]([CH3:21])[N:16]=2)[CH:12]=[CH:11][C:10]=1[C:22]1[C:34](=[O:35])[N:33]([CH2:36][CH:37]2[CH2:38][CH2:39][NH:40][CH2:41][CH2:42]2)[C:25]2[N:26]=[C:27]([NH:30][CH2:31][CH3:32])[N:28]=[CH:29][C:24]=2[CH:23]=1, predict the reactants needed to synthesize it. The reactants are: C(O)(C(F)(F)F)=O.[Cl:8][C:9]1[CH:14]=[C:13]([C:15]2[CH:20]=[N:19][CH:18]=[C:17]([CH3:21])[N:16]=2)[CH:12]=[CH:11][C:10]=1[C:22]1[C:34](=[O:35])[N:33]([CH2:36][CH:37]2[CH2:42][CH2:41][N:40](C(OC(C)(C)C)=O)[CH2:39][CH2:38]2)[C:25]2[N:26]=[C:27]([NH:30][CH2:31][CH3:32])[N:28]=[CH:29][C:24]=2[CH:23]=1. (2) The reactants are: FC(F)(F)C1C=C(NC(=O)NC2C=CC(C3SC(CCC(OC)=O)=NC=3)=CC=2)C=CC=1.[NH2:32][C:33]1[CH:38]=[CH:37][C:36]([C:39]2[S:43][C:42]([CH:44]3[CH2:49][CH2:48][N:47]([C:50]([CH3:57])([CH3:56])[C:51]([O:53][CH2:54][CH3:55])=[O:52])[CH2:46][CH2:45]3)=[N:41][CH:40]=2)=[CH:35][CH:34]=1.[Cl:58][C:59]1[CH:64]=[CH:63][CH:62]=[CH:61][C:60]=1[N:65]=[C:66]=[O:67]. Given the product [Cl:58][C:59]1[CH:64]=[CH:63][CH:62]=[CH:61][C:60]=1[NH:65][C:66](=[O:67])[NH:32][C:33]1[CH:38]=[CH:37][C:36]([C:39]2[S:43][C:42]([CH:44]3[CH2:49][CH2:48][N:47]([C:50]([CH3:56])([CH3:57])[C:51]([O:53][CH2:54][CH3:55])=[O:52])[CH2:46][CH2:45]3)=[N:41][CH:40]=2)=[CH:35][CH:34]=1, predict the reactants needed to synthesize it. (3) Given the product [CH3:35][N:36]([CH3:37])[C:10]1[N:9]=[C:8]([NH:22][CH2:21][C:20]2[CH:23]=[CH:24][C:17]([NH:16][C:30](=[O:31])[C:29]3[CH:33]=[CH:34][C:26]([F:25])=[CH:27][CH:28]=3)=[CH:18][CH:19]=2)[C:7]2[C:12](=[CH:13][C:4]([CH:1]([CH3:3])[CH3:2])=[CH:5][CH:6]=2)[N:11]=1.[CH3:35][N:36]([CH3:37])[C:10]1[N:9]=[C:8]([NH:22][CH2:21][C:20]2[CH:23]=[CH:24][C:17]([NH:16][C:30](=[O:31])[C:29]3[CH:33]=[CH:34][C:26]([F:25])=[CH:27][CH:28]=3)=[CH:18][CH:19]=2)[C:7]2[C:12](=[CH:13][C:4](=[C:1]([CH3:3])[CH3:2])[CH2:5][CH:6]=2)[N:11]=1, predict the reactants needed to synthesize it. The reactants are: [CH:1]([C:4]1[CH:13]=[C:12]2[C:7]([C:8](Cl)=[N:9][C:10](Cl)=[N:11]2)=[CH:6][CH:5]=1)([CH3:3])[CH3:2].[NH2:16][C:17]1[CH:24]=[CH:23][C:20]([CH2:21][NH2:22])=[CH:19][CH:18]=1.[F:25][C:26]1[CH:34]=[CH:33][C:29]([C:30](Cl)=[O:31])=[CH:28][CH:27]=1.[CH3:35][NH:36][CH3:37]. (4) The reactants are: [N:1]1[C:9]2[CH2:8][CH2:7][CH2:6][C:5]=2[CH:4]=[CH:3][CH:2]=1.C(OO)(=[O:12])C. Given the product [N+:1]1([O-:12])[C:9]2[CH2:8][CH2:7][CH2:6][C:5]=2[CH:4]=[CH:3][CH:2]=1, predict the reactants needed to synthesize it. (5) Given the product [Br:20][C:17]1[CH:18]=[CH:19][C:14]([NH:13][C:11](=[O:12])[C:10]2[CH:21]=[CH:22][C:7]([O:6][C:5]3[CH:26]=[CH:27][C:2]([NH:1][S:29]([CH3:28])(=[O:31])=[O:30])=[CH:3][CH:4]=3)=[C:8]([N+:23]([O-:25])=[O:24])[CH:9]=2)=[CH:15][CH:16]=1, predict the reactants needed to synthesize it. The reactants are: [NH2:1][C:2]1[CH:27]=[CH:26][C:5]([O:6][C:7]2[CH:22]=[CH:21][C:10]([C:11]([NH:13][C:14]3[CH:19]=[CH:18][C:17]([Br:20])=[CH:16][CH:15]=3)=[O:12])=[CH:9][C:8]=2[N+:23]([O-:25])=[O:24])=[CH:4][CH:3]=1.[CH3:28][S:29](Cl)(=[O:31])=[O:30]. (6) Given the product [CH3:23][N:22]([CH:19]1[CH2:18][CH2:17][N:16]([CH2:9][C:10]2[CH:15]=[CH:14][CH:13]=[CH:12][CH:11]=2)[CH2:21][CH2:20]1)[CH:5]1[CH2:6][CH2:7][N:2]([CH3:1])[CH2:3][CH2:4]1, predict the reactants needed to synthesize it. The reactants are: [CH3:1][N:2]1[CH2:7][CH2:6][C:5](=O)[CH2:4][CH2:3]1.[CH2:9]([N:16]1[CH2:21][CH2:20][CH:19]([NH:22][CH3:23])[CH2:18][CH2:17]1)[C:10]1[CH:15]=[CH:14][CH:13]=[CH:12][CH:11]=1.